The task is: Predict the reactants needed to synthesize the given product.. This data is from Full USPTO retrosynthesis dataset with 1.9M reactions from patents (1976-2016). (1) Given the product [F:1][C:2]1[CH:3]=[C:4]([C:8]2[C:12]([CH2:13][NH2:14])=[C:11]([CH3:25])[O:10][N:9]=2)[CH:5]=[CH:6][CH:7]=1, predict the reactants needed to synthesize it. The reactants are: [F:1][C:2]1[CH:3]=[C:4]([C:8]2[C:12]([CH2:13][N:14]3C(=O)C4C(=CC=CC=4)C3=O)=[C:11]([CH3:25])[O:10][N:9]=2)[CH:5]=[CH:6][CH:7]=1.O.NN. (2) Given the product [CH:1]1([CH:4]([C:11]2[CH:16]=[CH:15][CH:14]=[C:13]([CH2:17][O:18][C:19]3[CH:24]=[C:23]([CH2:25][C:26]([CH3:27])([CH3:28])[CH3:29])[C:22]([C:44]4[CH:39]=[CH:40][N:58]=[C:42]([O:45][CH3:46])[CH:43]=4)=[N:21][CH:20]=3)[CH:12]=2)[CH2:5][C:6]([O:8][CH2:9][CH3:10])=[O:7])[CH2:2][CH2:3]1, predict the reactants needed to synthesize it. The reactants are: [CH:1]1([CH:4]([C:11]2[CH:16]=[CH:15][CH:14]=[C:13]([CH2:17][O:18][C:19]3[CH:20]=[N:21][C:22](OS(C(F)(F)F)(=O)=O)=[C:23]([CH2:25][C:26]([CH3:29])([CH3:28])[CH3:27])[CH:24]=3)[CH:12]=2)[CH2:5][C:6]([O:8][CH2:9][CH3:10])=[O:7])[CH2:3][CH2:2]1.F[C:39]1[CH:44]=[CH:43][C:42]([O:45][CH3:46])=C[C:40]=1B(O)O.C(=O)([O-])[O-].[Na+].[Na+].O.C[N:58](C=O)C. (3) The reactants are: [OH:1][C:2]1[CH:3]=[C:4]([CH:7]=[CH:8][CH:9]=1)[CH:5]=[O:6].Br[CH2:11][C:12]([O:14][CH2:15][CH3:16])=[O:13].C([O-])([O-])=O.[K+].[K+].O. Given the product [CH:5]([C:4]1[CH:3]=[C:2]([CH:9]=[CH:8][CH:7]=1)[O:1][CH2:11][C:12]([O:14][CH2:15][CH3:16])=[O:13])=[O:6], predict the reactants needed to synthesize it. (4) Given the product [Cl:19][C:20]1[CH:21]=[C:22]([S:26]([NH:29][C:2]2[CH:7]=[CH:6][N:5]=[C:4]3[S:8][CH:9]=[C:10]([C:11]4[CH:16]=[CH:15][CH:14]=[C:13]([O:17][CH3:18])[CH:12]=4)[C:3]=23)(=[O:27])=[O:28])[CH:23]=[CH:24][CH:25]=1, predict the reactants needed to synthesize it. The reactants are: Cl[C:2]1[CH:7]=[CH:6][N:5]=[C:4]2[S:8][CH:9]=[C:10]([C:11]3[CH:16]=[CH:15][CH:14]=[C:13]([O:17][CH3:18])[CH:12]=3)[C:3]=12.[Cl:19][C:20]1[CH:21]=[C:22]([S:26]([NH2:29])(=[O:28])=[O:27])[CH:23]=[CH:24][CH:25]=1.CC1(C)C2C(=C(P(C3C=CC=CC=3)C3C=CC=CC=3)C=CC=2)OC2C(P(C3C=CC=CC=3)C3C=CC=CC=3)=CC=CC1=2.C([O-])([O-])=O.[Cs+].[Cs+]. (5) Given the product [N+:1]([C:4]1[CH:5]=[C:6]([S:10]([NH2:14])(=[O:12])=[O:11])[CH:7]=[CH:8][CH:9]=1)([O-:3])=[O:2], predict the reactants needed to synthesize it. The reactants are: [N+:1]([C:4]1[CH:5]=[C:6]([S:10](Cl)(=[O:12])=[O:11])[CH:7]=[CH:8][CH:9]=1)([O-:3])=[O:2].[NH3:14].C(=O)([O-])[O-].[NH4+].[NH4+].